From a dataset of Forward reaction prediction with 1.9M reactions from USPTO patents (1976-2016). Predict the product of the given reaction. (1) Given the reactants [CH3:1][N:2]1[CH2:15][CH2:14][C:5]2[NH:6][C:7]3[CH:8]=[CH:9][C:10]([CH3:13])=[CH:11][C:12]=3[C:4]=2[CH2:3]1.[H-].[Na+].[CH3:18][C:19]1([C:22]2[O:26][CH:25]=[N:24][CH:23]=2)[CH2:21][O:20]1, predict the reaction product. The product is: [CH3:1][N:2]1[CH2:15][CH2:14][C:5]2[N:6]([CH2:18][C:19]([C:22]3[O:26][CH:25]=[N:24][CH:23]=3)([OH:20])[CH3:21])[C:7]3[CH:8]=[CH:9][C:10]([CH3:13])=[CH:11][C:12]=3[C:4]=2[CH2:3]1. (2) Given the reactants Cl.[CH3:2][O:3][C:4]1[CH:5]=[C:6]([NH:10]N)[CH:7]=[CH:8][CH:9]=1.[C:12]1(=O)[C:20]2[C:15](=[CH:16][CH:17]=[CH:18][CH:19]=2)[CH2:14][CH2:13]1, predict the reaction product. The product is: [CH3:2][O:3][C:4]1[CH:9]=[CH:8][C:7]2[C:13]3[CH2:12][C:20]4[C:15](=[CH:16][CH:17]=[CH:18][CH:19]=4)[C:14]=3[NH:10][C:6]=2[CH:5]=1.